Dataset: Peptide-MHC class I binding affinity with 185,985 pairs from IEDB/IMGT. Task: Regression. Given a peptide amino acid sequence and an MHC pseudo amino acid sequence, predict their binding affinity value. This is MHC class I binding data. (1) The peptide sequence is ELRSLYNTV. The MHC is HLA-A23:01 with pseudo-sequence HLA-A23:01. The binding affinity (normalized) is 0. (2) The peptide sequence is SIILANERY. The MHC is HLA-A31:01 with pseudo-sequence HLA-A31:01. The binding affinity (normalized) is 0.0852. (3) The peptide sequence is VHAVYDSML. The MHC is HLA-A30:02 with pseudo-sequence HLA-A30:02. The binding affinity (normalized) is 0.213. (4) The peptide sequence is HPRQFLAFL. The MHC is HLA-B39:01 with pseudo-sequence HLA-B39:01. The binding affinity (normalized) is 0.267. (5) The peptide sequence is RRVRRRVLV. The MHC is HLA-B15:01 with pseudo-sequence HLA-B15:01. The binding affinity (normalized) is 0.213. (6) The peptide sequence is RLGVRATRK. The MHC is HLA-A11:01 with pseudo-sequence HLA-A11:01. The binding affinity (normalized) is 0.668. (7) The peptide sequence is YTAVVKLVY. The MHC is HLA-B57:01 with pseudo-sequence HLA-B57:01. The binding affinity (normalized) is 0.257.